Dataset: NCI-60 drug combinations with 297,098 pairs across 59 cell lines. Task: Regression. Given two drug SMILES strings and cell line genomic features, predict the synergy score measuring deviation from expected non-interaction effect. (1) Drug 1: CC12CCC(CC1=CCC3C2CCC4(C3CC=C4C5=CN=CC=C5)C)O. Drug 2: CC=C1C(=O)NC(C(=O)OC2CC(=O)NC(C(=O)NC(CSSCCC=C2)C(=O)N1)C(C)C)C(C)C. Cell line: NCIH23. Synergy scores: CSS=47.8, Synergy_ZIP=-5.87, Synergy_Bliss=-12.7, Synergy_Loewe=-47.1, Synergy_HSA=-11.9. (2) Drug 1: CS(=O)(=O)CCNCC1=CC=C(O1)C2=CC3=C(C=C2)N=CN=C3NC4=CC(=C(C=C4)OCC5=CC(=CC=C5)F)Cl. Drug 2: C1CN1C2=NC(=NC(=N2)N3CC3)N4CC4. Cell line: CAKI-1. Synergy scores: CSS=56.0, Synergy_ZIP=-3.45, Synergy_Bliss=-6.70, Synergy_Loewe=-3.70, Synergy_HSA=0.573. (3) Drug 2: CCC1(CC2CC(C3=C(CCN(C2)C1)C4=CC=CC=C4N3)(C5=C(C=C6C(=C5)C78CCN9C7C(C=CC9)(C(C(C8N6C)(C(=O)OC)O)OC(=O)C)CC)OC)C(=O)OC)O.OS(=O)(=O)O. Drug 1: CC1CCC2CC(C(=CC=CC=CC(CC(C(=O)C(C(C(=CC(C(=O)CC(OC(=O)C3CCCCN3C(=O)C(=O)C1(O2)O)C(C)CC4CCC(C(C4)OC)OCCO)C)C)O)OC)C)C)C)OC. Cell line: SK-MEL-5. Synergy scores: CSS=6.51, Synergy_ZIP=-0.160, Synergy_Bliss=2.42, Synergy_Loewe=3.01, Synergy_HSA=1.64.